Dataset: NCI-60 drug combinations with 297,098 pairs across 59 cell lines. Task: Regression. Given two drug SMILES strings and cell line genomic features, predict the synergy score measuring deviation from expected non-interaction effect. (1) Cell line: BT-549. Drug 2: C1=CC=C(C(=C1)C(C2=CC=C(C=C2)Cl)C(Cl)Cl)Cl. Drug 1: C1CCN(CC1)CCOC2=CC=C(C=C2)C(=O)C3=C(SC4=C3C=CC(=C4)O)C5=CC=C(C=C5)O. Synergy scores: CSS=6.49, Synergy_ZIP=0.0703, Synergy_Bliss=2.21, Synergy_Loewe=1.71, Synergy_HSA=0.840. (2) Drug 1: C1C(C(OC1N2C=C(C(=O)NC2=O)F)CO)O. Drug 2: C(CC(=O)O)C(=O)CN.Cl. Cell line: NCIH23. Synergy scores: CSS=16.5, Synergy_ZIP=-7.28, Synergy_Bliss=-6.02, Synergy_Loewe=-34.7, Synergy_HSA=-2.18. (3) Drug 1: C1=NNC2=C1C(=O)NC=N2. Drug 2: COCCOC1=C(C=C2C(=C1)C(=NC=N2)NC3=CC=CC(=C3)C#C)OCCOC.Cl. Cell line: HCT116. Synergy scores: CSS=-6.91, Synergy_ZIP=-0.168, Synergy_Bliss=-3.62, Synergy_Loewe=-9.57, Synergy_HSA=-8.31. (4) Drug 2: CC12CCC3C(C1CCC2O)C(CC4=C3C=CC(=C4)O)CCCCCCCCCS(=O)CCCC(C(F)(F)F)(F)F. Synergy scores: CSS=57.1, Synergy_ZIP=4.32, Synergy_Bliss=0.816, Synergy_Loewe=-33.5, Synergy_HSA=-0.429. Drug 1: CC1=C2C(C(=O)C3(C(CC4C(C3C(C(C2(C)C)(CC1OC(=O)C(C(C5=CC=CC=C5)NC(=O)OC(C)(C)C)O)O)OC(=O)C6=CC=CC=C6)(CO4)OC(=O)C)OC)C)OC. Cell line: HCC-2998. (5) Drug 1: COC1=C(C=C2C(=C1)N=CN=C2NC3=CC(=C(C=C3)F)Cl)OCCCN4CCOCC4. Drug 2: CCC1=C2CN3C(=CC4=C(C3=O)COC(=O)C4(CC)O)C2=NC5=C1C=C(C=C5)O. Cell line: SF-295. Synergy scores: CSS=37.2, Synergy_ZIP=3.59, Synergy_Bliss=7.56, Synergy_Loewe=1.78, Synergy_HSA=9.90. (6) Cell line: HCC-2998. Drug 2: C(CN)CNCCSP(=O)(O)O. Synergy scores: CSS=9.80, Synergy_ZIP=-1.13, Synergy_Bliss=2.79, Synergy_Loewe=0.895, Synergy_HSA=0.944. Drug 1: CC(CN1CC(=O)NC(=O)C1)N2CC(=O)NC(=O)C2. (7) Drug 1: CC(C1=C(C=CC(=C1Cl)F)Cl)OC2=C(N=CC(=C2)C3=CN(N=C3)C4CCNCC4)N. Drug 2: CC1C(C(CC(O1)OC2CC(CC3=C2C(=C4C(=C3O)C(=O)C5=C(C4=O)C(=CC=C5)OC)O)(C(=O)C)O)N)O.Cl. Cell line: SK-MEL-28. Synergy scores: CSS=9.95, Synergy_ZIP=5.16, Synergy_Bliss=10.5, Synergy_Loewe=-2.41, Synergy_HSA=6.10. (8) Drug 1: C1=CN(C(=O)N=C1N)C2C(C(C(O2)CO)O)O.Cl. Drug 2: CC1CCC2CC(C(=CC=CC=CC(CC(C(=O)C(C(C(=CC(C(=O)CC(OC(=O)C3CCCCN3C(=O)C(=O)C1(O2)O)C(C)CC4CCC(C(C4)OC)OCCO)C)C)O)OC)C)C)C)OC. Cell line: UACC62. Synergy scores: CSS=24.9, Synergy_ZIP=-2.93, Synergy_Bliss=1.91, Synergy_Loewe=-2.89, Synergy_HSA=0.381. (9) Drug 1: CN(C)C1=NC(=NC(=N1)N(C)C)N(C)C. Drug 2: CCC1=C2CN3C(=CC4=C(C3=O)COC(=O)C4(CC)O)C2=NC5=C1C=C(C=C5)O. Cell line: IGROV1. Synergy scores: CSS=34.3, Synergy_ZIP=-2.53, Synergy_Bliss=5.61, Synergy_Loewe=-26.3, Synergy_HSA=6.55.